This data is from Full USPTO retrosynthesis dataset with 1.9M reactions from patents (1976-2016). The task is: Predict the reactants needed to synthesize the given product. (1) Given the product [CH3:28][O:22][C:21]([CH:5]1[C:4]2([CH3:24])[CH:8]([CH:9]3[CH:18]([CH:2]([OH:1])[CH2:3]2)[C:17]2([CH3:19])[C:12](=[CH:13][C:14](=[O:20])[CH2:15][CH2:16]2)[CH2:11][CH2:10]3)[CH2:7][CH2:6]1)=[O:23], predict the reactants needed to synthesize it. The reactants are: [OH:1][CH:2]1[CH:18]2[CH:9]([CH2:10][CH2:11][C:12]3[C:17]2([CH3:19])[CH2:16][CH2:15][C:14](=[O:20])[CH:13]=3)[CH:8]2[C:4]([CH3:24])([CH:5]([C:21]([OH:23])=[O:22])[CH2:6][CH2:7]2)[CH2:3]1.CO.[Si](C=[N+]=[N-])(C)(C)[CH3:28]. (2) Given the product [ClH:13].[Cl:13][C:14]1[CH:33]=[CH:32][C:17]([NH:18][C:19]2[C:28]3[C:23](=[CH:24][C:25]([O:12][CH2:11][CH2:10][CH2:9][N:2]([CH3:1])[C:3]4[CH:8]=[CH:7][N:6]=[CH:5][CH:4]=4)=[C:26]([O:29][CH3:30])[CH:27]=3)[N:22]=[CH:21][N:20]=2)=[C:16]([F:34])[CH:15]=1, predict the reactants needed to synthesize it. The reactants are: [CH3:1][N:2]([CH2:9][CH2:10][CH2:11][OH:12])[C:3]1[CH:8]=[CH:7][N:6]=[CH:5][CH:4]=1.[Cl:13][C:14]1[CH:33]=[CH:32][C:17]([NH:18][C:19]2[C:28]3[C:23](=[CH:24][C:25](O)=[C:26]([O:29][CH3:30])[CH:27]=3)[N:22]=[CH:21][N:20]=2)=[C:16]([F:34])[CH:15]=1. (3) Given the product [N:37]1([CH:43]2[CH2:48][CH2:47][N:46]([C:32]([C:31]3[CH:30]=[CH:29][C:28]([NH:27][C:25]([NH:24][C:21]4[CH:20]=[CH:19][C:18]([C:9]5[N:10]=[C:11]([N:12]6[CH2:17][CH2:16][O:15][CH2:14][CH2:13]6)[C:6]6[N:5]=[N:4][N:3]([CH2:1][CH3:2])[C:7]=6[N:8]=5)=[CH:23][CH:22]=4)=[O:26])=[CH:36][CH:35]=3)=[O:34])[CH2:45][CH2:44]2)[CH2:42][CH2:41][CH2:40][CH2:39][CH2:38]1, predict the reactants needed to synthesize it. The reactants are: [CH2:1]([N:3]1[C:7]2[N:8]=[C:9]([C:18]3[CH:23]=[CH:22][C:21]([NH:24][C:25]([NH:27][C:28]4[CH:36]=[CH:35][C:31]([C:32]([OH:34])=O)=[CH:30][CH:29]=4)=[O:26])=[CH:20][CH:19]=3)[N:10]=[C:11]([N:12]3[CH2:17][CH2:16][O:15][CH2:14][CH2:13]3)[C:6]=2[N:5]=[N:4]1)[CH3:2].[N:37]1([CH:43]2[CH2:48][CH2:47][NH:46][CH2:45][CH2:44]2)[CH2:42][CH2:41][CH2:40][CH2:39][CH2:38]1.CCN(CC)CC.C1C=CC2N(O)N=NC=2C=1.CCN=C=NCCCN(C)C. (4) Given the product [F:15][C:16]1[N:17]=[CH:18][C:19]([C:2]2[N:3]=[C:4]3[N:9]([CH:10]=2)[CH:8]=[C:7]([C:11]([O:13][CH3:14])=[O:12])[CH:6]=[CH:5]3)=[CH:20][CH:21]=1, predict the reactants needed to synthesize it. The reactants are: Br[C:2]1[N:3]=[C:4]2[N:9]([CH:10]=1)[CH:8]=[C:7]([C:11]([O:13][CH3:14])=[O:12])[CH:6]=[CH:5]2.[F:15][C:16]1[CH:21]=[CH:20][C:19](B2OC(C)(C)C(C)(C)O2)=[CH:18][N:17]=1.C([O-])([O-])=O.[K+].[K+]. (5) The reactants are: [CH3:1][C:2]([CH3:20])([CH3:19])[CH2:3][CH2:4][NH:5][CH:6]1[CH2:11][CH2:10][N:9](C([O:14][C:15]([CH3:18])(C)C)=O)[CH2:8][CH2:7]1.[CH3:21][C:22]1[CH:29]=[CH:28][CH:27]=[CH:26][C:23]=1[CH:24]=[O:25].CO.[C:32]([O:35]CC)(=[O:34])[CH3:33]. Given the product [C:15]([OH:14])(=[O:25])/[CH:18]=[CH:33]/[C:32]([OH:35])=[O:34].[CH3:20][C:2]([CH3:1])([CH3:19])[CH2:3][CH2:4][N:5]([CH2:21][C:22]1[CH:29]=[CH:28][CH:27]=[CH:26][C:23]=1[CH3:24])[CH:6]1[CH2:7][CH2:8][NH:9][CH2:10][CH2:11]1, predict the reactants needed to synthesize it.